From a dataset of CYP2C9 inhibition data for predicting drug metabolism from PubChem BioAssay. Regression/Classification. Given a drug SMILES string, predict its absorption, distribution, metabolism, or excretion properties. Task type varies by dataset: regression for continuous measurements (e.g., permeability, clearance, half-life) or binary classification for categorical outcomes (e.g., BBB penetration, CYP inhibition). Dataset: cyp2c9_veith. (1) The result is 1 (inhibitor). The drug is Cc1cc(NC(=O)COc2ccc(Cl)cc2Cl)n(-c2ccccc2)n1. (2) The compound is CC(C)(C)OC(=O)N1CCCC1C(=O)NCCc1ccccc1. The result is 0 (non-inhibitor). (3) The compound is O=C=Nc1ccc(Cc2ccc(N=C=O)cc2)cc1.O=c1oc(=O)c2cc3c(=O)oc(=O)c3cc12. The result is 0 (non-inhibitor). (4) The drug is N[C@@H](Cc1nn[nH]n1)C(=O)O. The result is 0 (non-inhibitor). (5) The compound is COc1cc(N=C(N)N=C(N)N)c2ncccc2c1. The result is 0 (non-inhibitor). (6) The molecule is COC(=O)[C@@]1(Cc2ccccc2)[C@H]2c3cc(C(=O)N(C)C)n(Cc4ccccc4)c3C[C@H]2CN1C(=O)c1ccccc1. The result is 1 (inhibitor). (7) The molecule is COc1ccccc1NC(=O)CN1CCN(c2ccccc2F)CC1. The result is 1 (inhibitor).